Dataset: Full USPTO retrosynthesis dataset with 1.9M reactions from patents (1976-2016). Task: Predict the reactants needed to synthesize the given product. (1) Given the product [ClH:49].[CH3:30][O:29][C:27](=[O:28])[CH2:26][S:25][C:20]1[CH:21]=[CH:22][CH:23]=[CH:24][C:19]=1[NH:18][C:16](=[O:17])[C@@H:15]([NH2:34])[CH2:14][CH2:13][CH2:12][NH:11][C:9]([O:8][CH2:1][C:2]1[CH:7]=[CH:6][CH:5]=[CH:4][CH:3]=1)=[O:10], predict the reactants needed to synthesize it. The reactants are: [CH2:1]([O:8][C:9]([NH:11][CH2:12][CH2:13][CH2:14][C@H:15]([NH:34]C(OC(C)(C)C)=O)[C:16]([NH:18][C:19]1[CH:24]=[CH:23][CH:22]=[CH:21][C:20]=1[S:25][CH2:26][C:27]([O:29][C:30](C)(C)C)=[O:28])=[O:17])=[O:10])[C:2]1[CH:7]=[CH:6][CH:5]=[CH:4][CH:3]=1.FC(F)(F)C(O)=O.[Cl:49]CCl. (2) Given the product [Cl:1][C:2]1[CH:3]=[CH:4][C:5]([C:24]#[N:25])=[C:6]([C:8]2[C:13]([O:14][CH3:15])=[CH:12][N:11]([CH:16]([CH:20]([CH3:21])[CH3:22])[C:17]([NH:26][C:27]3[CH:39]=[CH:38][C:30]([C:31]([O:33][C:34]([CH3:35])([CH3:36])[CH3:37])=[O:32])=[CH:29][CH:28]=3)=[O:18])[C:10](=[O:23])[CH:9]=2)[CH:7]=1, predict the reactants needed to synthesize it. The reactants are: [Cl:1][C:2]1[CH:3]=[CH:4][C:5]([C:24]#[N:25])=[C:6]([C:8]2[C:13]([O:14][CH3:15])=[CH:12][N:11]([CH:16]([CH:20]([CH3:22])[CH3:21])[C:17](O)=[O:18])[C:10](=[O:23])[CH:9]=2)[CH:7]=1.[NH2:26][C:27]1[CH:39]=[CH:38][C:30]([C:31]([O:33][C:34]([CH3:37])([CH3:36])[CH3:35])=[O:32])=[CH:29][CH:28]=1.